From a dataset of Catalyst prediction with 721,799 reactions and 888 catalyst types from USPTO. Predict which catalyst facilitates the given reaction. (1) Reactant: [OH:1][CH2:2][CH2:3][CH2:4][NH:5][C:6](=[O:12])[O:7][C:8]([CH3:11])([CH3:10])[CH3:9].CC(OI1(OC(C)=O)(OC(C)=O)OC(=O)C2C=CC=CC1=2)=O.[O-]S([O-])(=S)=O.[Na+].[Na+].C([O-])(O)=O.[Na+]. Product: [C:8]([O:7][C:6]([NH:5][CH2:4][CH2:3][CH:2]=[O:1])=[O:12])([CH3:11])([CH3:10])[CH3:9]. The catalyst class is: 158. (2) Reactant: F[C:2]1[CH:9]=[CH:8][CH:7]=[C:6]([F:10])[C:3]=1[CH:4]=[O:5].[Cl:11][C:12]1[CH:17]=[CH:16][C:15]([SH:18])=[CH:14][CH:13]=1.C([O-])([O-])=O.[K+].[K+].O. Product: [Cl:11][C:12]1[CH:17]=[CH:16][C:15]([S:18][C:2]2[CH:9]=[CH:8][CH:7]=[C:6]([F:10])[C:3]=2[CH:4]=[O:5])=[CH:14][CH:13]=1. The catalyst class is: 3. (3) Reactant: [CH:1]1([C:4](Cl)=[O:5])[CH2:3][CH2:2]1.[CH3:7][C:8]1[CH:17]=[CH:16][CH:15]=[C:14]2[C:9]=1[CH:10]=[C:11]([C:19]1[CH:20]=[N:21][C:22]([N:25]3[CH2:30][CH2:29][NH:28][CH2:27][CH2:26]3)=[N:23][CH:24]=1)[NH:12][C:13]2=[O:18].C(N(CC)C(C)C)(C)C. Product: [CH:1]1([C:4]([N:28]2[CH2:27][CH2:26][N:25]([C:22]3[N:23]=[CH:24][C:19]([C:11]4[NH:12][C:13](=[O:18])[C:14]5[C:9]([CH:10]=4)=[C:8]([CH3:7])[CH:17]=[CH:16][CH:15]=5)=[CH:20][N:21]=3)[CH2:30][CH2:29]2)=[O:5])[CH2:3][CH2:2]1. The catalyst class is: 2. (4) Reactant: [CH3:1][O:2][C:3]([C:5]1[N:6]=[C:7]([NH:10][C:11](=[O:30])[C@@H:12]([NH:22]C(OC(C)(C)C)=O)[CH2:13][C:14]2[CH:19]=[CH:18][CH:17]=[CH:16][C:15]=2[C:20]#[N:21])[S:8][CH:9]=1)=[O:4].FC(F)(F)C(O)=O. Product: [CH3:1][O:2][C:3]([C:5]1[N:6]=[C:7]([NH:10][C:11](=[O:30])[C@@H:12]([NH2:22])[CH2:13][C:14]2[CH:19]=[CH:18][CH:17]=[CH:16][C:15]=2[C:20]#[N:21])[S:8][CH:9]=1)=[O:4]. The catalyst class is: 4. (5) Reactant: [Cl:1][C:2]1[CH:7]=[CH:6][C:5]([S:8]([NH:11][C:12]2[CH:24]=[CH:23][C:15]3[S:16][C:17]([C:19]([O:21]C)=[O:20])=[CH:18][C:14]=3[CH:13]=2)(=[O:10])=[O:9])=[CH:4][CH:3]=1.O.[OH-].[Li+].O. Product: [Cl:1][C:2]1[CH:3]=[CH:4][C:5]([S:8]([NH:11][C:12]2[CH:24]=[CH:23][C:15]3[S:16][C:17]([C:19]([OH:21])=[O:20])=[CH:18][C:14]=3[CH:13]=2)(=[O:9])=[O:10])=[CH:6][CH:7]=1. The catalyst class is: 5. (6) Product: [C:11]([CH2:14][O:15][C:16]1[CH:21]=[CH:20][CH:19]=[CH:18][C:17]=1[O:22][C:7]1[CH:8]=[CH:9][C:4]([N+:1]([O-:3])=[O:2])=[CH:5][CH:6]=1)([OH:13])=[O:12]. The catalyst class is: 44. Reactant: [N+:1]([C:4]1[CH:9]=[CH:8][C:7](F)=[CH:6][CH:5]=1)([O-:3])=[O:2].[C:11]([CH2:14][O:15][C:16]1[CH:21]=[CH:20][CH:19]=[CH:18][C:17]=1[OH:22])([OH:13])=[O:12].[O-]CCCC.[K+]. (7) Reactant: [O:1]1[CH:5]=[CH:4][CH:3]=[C:2]1[C:6]1[CH:11]=[CH:10][C:9](/[CH:12]=[CH:13]/[S:14]([NH:17][C:18]2[CH:23]=[CH:22][CH:21]=[CH:20][C:19]=2[S:24]([NH2:27])(=[O:26])=[O:25])(=[O:16])=[O:15])=[CH:8][CH:7]=1.CO. Product: [O:1]1[CH:5]=[CH:4][CH:3]=[C:2]1[C:6]1[CH:11]=[CH:10][C:9]([CH2:12][CH2:13][S:14]([NH:17][C:18]2[CH:23]=[CH:22][CH:21]=[CH:20][C:19]=2[S:24]([NH2:27])(=[O:26])=[O:25])(=[O:15])=[O:16])=[CH:8][CH:7]=1. The catalyst class is: 13.